From a dataset of Full USPTO retrosynthesis dataset with 1.9M reactions from patents (1976-2016). Predict the reactants needed to synthesize the given product. (1) Given the product [CH3:33][O:34][C:35]1[CH:36]=[C:37]([N:43]2[CH2:44][CH2:45][N:46]([C:4](=[O:5])[C@:3]([C@H:7]([C:18]3[CH:23]=[CH:22][CH:21]=[CH:20][C:19]=3[O:24][CH3:25])[C:8]3[C:17]4[C:12](=[CH:13][CH:14]=[CH:15][CH:16]=4)[CH:11]=[CH:10][CH:9]=3)([CH3:26])[C:1]#[N:2])[CH2:47][CH2:48]2)[CH:38]=[C:39]([O:41][CH3:42])[CH:40]=1, predict the reactants needed to synthesize it. The reactants are: [C:1]([C@:3]([CH3:26])([C@H:7]([C:18]1[CH:23]=[CH:22][CH:21]=[CH:20][C:19]=1[O:24][CH3:25])[C:8]1[C:17]2[C:12](=[CH:13][CH:14]=[CH:15][CH:16]=2)[CH:11]=[CH:10][CH:9]=1)[C:4](O)=[O:5])#[N:2].C(Cl)(=O)C(Cl)=O.[CH3:33][O:34][C:35]1[CH:36]=[C:37]([N:43]2[CH2:48][CH2:47][NH:46][CH2:45][CH2:44]2)[CH:38]=[C:39]([O:41][CH3:42])[CH:40]=1. (2) Given the product [F:30][C:2]1([F:1])[O:6][C:5]2[CH:7]=[CH:8][C:9]([NH:11][C:12]([C:14]3[S:18][CH:17]=[N:16][C:15]=3[NH:19][CH2:20][C:21]3[CH:26]=[CH:25][N:24]=[C:23]([C:27]([NH:29][CH2:70][CH2:69][CH2:68][CH2:67][N:62]4[CH2:66][CH2:65][CH2:64][CH2:63]4)=[O:28])[CH:22]=3)=[O:13])=[CH:10][C:4]=2[O:3]1, predict the reactants needed to synthesize it. The reactants are: [F:1][C:2]1([F:30])[O:6][C:5]2[CH:7]=[CH:8][C:9]([NH:11][C:12]([C:14]3[S:18][CH:17]=[N:16][C:15]=3[NH:19][CH2:20][C:21]3[CH:26]=[CH:25][N:24]=[C:23]([C:27]([NH2:29])=[O:28])[CH:22]=3)=[O:13])=[CH:10][C:4]=2[O:3]1.FC1(F)OC2C=CC(NC(C3SC=NC=3NCC3C=CN=C(C(OC)=O)C=3)=O)=CC=2O1.[N:62]1([CH2:67][CH2:68][CH2:69][CH2:70]N)[CH2:66][CH2:65][CH2:64][CH2:63]1. (3) Given the product [Br:44][CH2:22][CH2:23][CH2:18][C:4]([C:5]1[CH:10]=[CH:9][C:8]([O:11][CH3:12])=[C:7]([O:13][CH3:14])[CH:6]=1)([C:3]([O:2][CH3:1])=[O:15])[C:37]([O:39][C:40]([CH3:41])([CH3:42])[CH3:43])=[O:38], predict the reactants needed to synthesize it. The reactants are: [CH3:1][O:2][C:3](=[O:15])[CH2:4][C:5]1[CH:10]=[CH:9][C:8]([O:11][CH3:12])=[C:7]([O:13][CH3:14])[CH:6]=1.CO[C:18]1C=C(CC#N)C=[CH:22][C:23]=1OC.[C:37](O[C:37]([O:39][C:40]([CH3:43])([CH3:42])[CH3:41])=[O:38])([O:39][C:40]([CH3:43])([CH3:42])[CH3:41])=[O:38].[Br:44]C(C)C.[Li+].CC([N-]C(C)C)C.C[Si]([N-][Si](C)(C)C)(C)C.[Na+].[H-].[Na+].